From a dataset of TCR-epitope binding with 47,182 pairs between 192 epitopes and 23,139 TCRs. Binary Classification. Given a T-cell receptor sequence (or CDR3 region) and an epitope sequence, predict whether binding occurs between them. (1) The epitope is SGPLKAEIAQRLED. The TCR CDR3 sequence is CASRDGLGELFF. Result: 0 (the TCR does not bind to the epitope). (2) The epitope is GILGFVFTL. The TCR CDR3 sequence is CASSPLLAGRETQYF. Result: 0 (the TCR does not bind to the epitope). (3) The epitope is VVYRGTTTY. The TCR CDR3 sequence is CASSLGGAEQYF. Result: 1 (the TCR binds to the epitope). (4) The epitope is VLWAHGFEL. The TCR CDR3 sequence is CASIKMGSGTQYF. Result: 1 (the TCR binds to the epitope). (5) The epitope is LLMPILTLT. The TCR CDR3 sequence is CASTGLAGQETQYF. Result: 0 (the TCR does not bind to the epitope). (6) The epitope is RAKFKQLL. The TCR CDR3 sequence is CASSLGGNEQFF. Result: 1 (the TCR binds to the epitope).